Dataset: Forward reaction prediction with 1.9M reactions from USPTO patents (1976-2016). Task: Predict the product of the given reaction. (1) Given the reactants [CH:1]([N:4]1[CH2:9][CH2:8][CH:7]([O:10][C:11]2[CH:19]=[CH:18][C:17]3[N:16]4[CH2:20][CH2:21][NH:22][C:23](=[O:24])[C:15]4=[CH:14][C:13]=3[CH:12]=2)[CH2:6][CH2:5]1)([CH3:3])[CH3:2].[H-].[Na+].[CH3:27][O:28][CH2:29][CH2:30]Br, predict the reaction product. The product is: [CH:1]([N:4]1[CH2:9][CH2:8][CH:7]([O:10][C:11]2[CH:19]=[CH:18][C:17]3[N:16]4[CH2:20][CH2:21][N:22]([CH2:30][CH2:29][O:28][CH3:27])[C:23](=[O:24])[C:15]4=[CH:14][C:13]=3[CH:12]=2)[CH2:6][CH2:5]1)([CH3:3])[CH3:2]. (2) Given the reactants [F:1][C:2]([F:45])([F:44])[C:3]1[CH:4]=[C:5]([C:13]([CH3:43])([CH3:42])[C:14]([N:16]([C:18]2[C:19]([C:34]3[CH:39]=[CH:38][C:37]([F:40])=[CH:36][C:35]=3[CH3:41])=[CH:20][C:21]([N:24]3[CH2:29][CH2:28][CH:27]([CH2:30][S:31]([CH3:33])=[O:32])[CH2:26][CH2:25]3)=[N:22][CH:23]=2)[CH3:17])=[O:15])[CH:6]=[C:7]([C:9]([F:12])([F:11])[F:10])[CH:8]=1.ClC1C=CC=C(C(OO)=[O:54])C=1.S([O-])(O)=O.[Na+], predict the reaction product. The product is: [F:45][C:2]([F:1])([F:44])[C:3]1[CH:4]=[C:5]([C:13]([CH3:42])([CH3:43])[C:14]([N:16]([C:18]2[C:19]([C:34]3[CH:39]=[CH:38][C:37]([F:40])=[CH:36][C:35]=3[CH3:41])=[CH:20][C:21]([N:24]3[CH2:25][CH2:26][CH:27]([CH2:30][S:31]([CH3:33])(=[O:54])=[O:32])[CH2:28][CH2:29]3)=[N:22][CH:23]=2)[CH3:17])=[O:15])[CH:6]=[C:7]([C:9]([F:10])([F:11])[F:12])[CH:8]=1. (3) Given the reactants Cl.N[C@H]1CCCC[C@H]1CNC.[F:12][C:13]1[CH:18]=[C:17]([F:19])[CH:16]=[CH:15][C:14]=1[CH2:20][NH:21][C:22]([C:24]1[C:25](=[O:52])[C:26]([O:44]CC2C=CC=CC=2)=[C:27]2[C:41](=[O:42])[N:31]3[CH:32]4[CH:37]([CH2:38][N:39]([CH3:40])[CH:30]3[CH2:29][N:28]2[CH:43]=1)[CH2:36][CH2:35][CH2:34][CH2:33]4)=[O:23], predict the reaction product. The product is: [F:12][C:13]1[CH:18]=[C:17]([F:19])[CH:16]=[CH:15][C:14]=1[CH2:20][NH:21][C:22]([C:24]1[C:25](=[O:52])[C:26]([OH:44])=[C:27]2[C:41](=[O:42])[N:31]3[CH:32]4[CH:37]([CH2:38][N:39]([CH3:40])[CH:30]3[CH2:29][N:28]2[CH:43]=1)[CH2:36][CH2:35][CH2:34][CH2:33]4)=[O:23]. (4) Given the reactants C[O:2][C:3]([C:5]1[CH:10]=[CH:9][C:8]([O:11][CH2:12][CH2:13][O:14][CH3:15])=[CH:7][N:6]=1)=[O:4].[OH-].[Na+], predict the reaction product. The product is: [CH3:15][O:14][CH2:13][CH2:12][O:11][C:8]1[CH:9]=[CH:10][C:5]([C:3]([OH:4])=[O:2])=[N:6][CH:7]=1. (5) Given the reactants [Cl:1][C:2]1[CH:3]=[C:4]([CH:15]=[CH:16][C:17]=1[Cl:18])[O:5][CH:6]1[CH2:11][CH2:10][N:9]([CH2:12][CH2:13][NH2:14])[CH2:8][CH2:7]1.[NH2:19][C:20]1[CH:21]=[C:22]([CH:26]=[CH:27][CH:28]=1)[C:23](O)=[O:24], predict the reaction product. The product is: [NH2:19][C:20]1[CH:21]=[C:22]([CH:26]=[CH:27][CH:28]=1)[C:23]([NH:14][CH2:13][CH2:12][N:9]1[CH2:8][CH2:7][CH:6]([O:5][C:4]2[CH:15]=[CH:16][C:17]([Cl:18])=[C:2]([Cl:1])[CH:3]=2)[CH2:11][CH2:10]1)=[O:24]. (6) Given the reactants [C:1]([S:4][CH2:5]/[CH:6]=[C:7]1\[CH2:8][C:9]([CH3:24])([CH3:23])[CH2:10][C:11]2[S:12][C:13]([C:16]3[CH:21]=[CH:20][CH:19]=[C:18]([Br:22])[CH:17]=3)=[CH:14][C:15]\1=2)(=[NH:3])[NH2:2].C(O)(C)C.[OH-].[Na+], predict the reaction product. The product is: [Br:22][C:18]1[CH:17]=[C:16]([C:13]2[S:12][C:11]3[CH2:10][C:9]([CH3:24])([CH3:23])[CH2:8][C:7]4([CH2:6][CH2:5][S:4][C:1]([NH2:2])=[N:3]4)[C:15]=3[CH:14]=2)[CH:21]=[CH:20][CH:19]=1. (7) Given the reactants [OH-].[Li+].[C:3]([CH2:5][C:6]([N:8]1[CH2:13][CH2:12][CH2:11][C@@H:10]([NH:14][C:15]2[C:20]([C:21]([O:23]CC)=[O:22])=[CH:19][N:18]=[C:17]([C:26]3[N:30]4[CH:31]=[C:32]([F:35])[CH:33]=[CH:34][C:29]4=[N:28][CH:27]=3)[N:16]=2)[CH2:9]1)=[O:7])#[N:4], predict the reaction product. The product is: [C:3]([CH2:5][C:6]([N:8]1[CH2:13][CH2:12][CH2:11][C@@H:10]([NH:14][C:15]2[C:20]([C:21]([OH:23])=[O:22])=[CH:19][N:18]=[C:17]([C:26]3[N:30]4[CH:31]=[C:32]([F:35])[CH:33]=[CH:34][C:29]4=[N:28][CH:27]=3)[N:16]=2)[CH2:9]1)=[O:7])#[N:4]. (8) Given the reactants [S:1]1[C:5]2[CH2:6][NH:7][CH2:8][CH2:9][C:4]=2[CH:3]=[CH:2]1.Cl[C:11](Cl)([O:13]C(=O)OC(Cl)(Cl)Cl)Cl.C(N(CC)CC)C.[CH3:29][C@:30]12[C:38]([CH3:40])([CH3:39])[C@H:34]([NH:35][CH2:36][CH2:37]1)[CH2:33][C:32]1[C:41]([OH:45])=[CH:42][CH:43]=[CH:44][C:31]2=1, predict the reaction product. The product is: [S:1]1[C:5]2[CH2:6][N:7]([C:11]([N:35]3[CH2:36][CH2:37][C@:30]4([CH3:29])[C:38]([CH3:39])([CH3:40])[C@H:34]3[CH2:33][C:32]3[C:41]([OH:45])=[CH:42][CH:43]=[CH:44][C:31]=34)=[O:13])[CH2:8][CH2:9][C:4]=2[CH:3]=[CH:2]1.